From a dataset of Peptide-MHC class II binding affinity with 134,281 pairs from IEDB. Regression. Given a peptide amino acid sequence and an MHC pseudo amino acid sequence, predict their binding affinity value. This is MHC class II binding data. (1) The peptide sequence is VYYLTRDPTTPLARAAWETA. The MHC is DRB1_0101 with pseudo-sequence DRB1_0101. The binding affinity (normalized) is 0.488. (2) The peptide sequence is VLGLPAIKAWVAKRP. The MHC is HLA-DQA10102-DQB10502 with pseudo-sequence HLA-DQA10102-DQB10502. The binding affinity (normalized) is 0.112.